From a dataset of Catalyst prediction with 721,799 reactions and 888 catalyst types from USPTO. Predict which catalyst facilitates the given reaction. (1) Reactant: [NH2:1][C:2]1[C:3]([NH:16][CH:17]2[CH2:21][CH2:20][CH2:19][CH2:18]2)=[N:4][C:5]([NH:8][C@H:9]2[CH2:14][CH2:13][C@H:12]([OH:15])[CH2:11][CH2:10]2)=[N:6][CH:7]=1.[F:22][C:23]1[CH:28]=[CH:27][CH:26]=[C:25]([F:29])[C:24]=1[N:30]=[C:31]=S.C(O)C.CC(N=C=NC(C)C)C. Product: [F:22][C:23]1[CH:28]=[CH:27][CH:26]=[C:25]([F:29])[C:24]=1[NH:30][C:31]1[N:16]([CH:17]2[CH2:21][CH2:20][CH2:19][CH2:18]2)[C:3]2[C:2]([N:1]=1)=[CH:7][N:6]=[C:5]([NH:8][C@H:9]1[CH2:10][CH2:11][C@H:12]([OH:15])[CH2:13][CH2:14]1)[N:4]=2. The catalyst class is: 3. (2) Reactant: [O:1]=[C:2]1[C:6]2([CH2:11][CH2:10][N:9]([S:12](Cl)(=[O:14])=[O:13])[CH2:8][CH2:7]2)[CH2:5][CH2:4][N:3]1[C:16]1[CH:21]=[CH:20][C:19]([O:22][C:23]([F:26])([F:25])[F:24])=[CH:18][CH:17]=1.CCN(CC)CC.[CH:34]([NH2:37])([CH3:36])[CH3:35]. Product: [CH:34]([NH:37][S:12]([N:9]1[CH2:10][CH2:11][C:6]2([C:2](=[O:1])[N:3]([C:16]3[CH:21]=[CH:20][C:19]([O:22][C:23]([F:26])([F:25])[F:24])=[CH:18][CH:17]=3)[CH2:4][CH2:5]2)[CH2:7][CH2:8]1)(=[O:14])=[O:13])([CH3:36])[CH3:35]. The catalyst class is: 2. (3) Product: [C:18]([O:22][C:23]([N:25]1[CH2:30][CH2:29][N:28]([C:14]2[CH:15]=[CH:16][C:11]([C:10]3[O:9][CH:8]=[N:7][C:6]=3[C:4]([O:3][CH2:1][CH3:2])=[O:5])=[CH:12][CH:13]=2)[CH2:27][C:26]1([CH3:32])[CH3:31])=[O:24])([CH3:21])([CH3:19])[CH3:20]. Reactant: [CH2:1]([O:3][C:4]([C:6]1[N:7]=[CH:8][O:9][C:10]=1[C:11]1[CH:16]=[CH:15][C:14](I)=[CH:13][CH:12]=1)=[O:5])[CH3:2].[C:18]([O:22][C:23]([N:25]1[CH2:30][CH2:29][NH:28][CH2:27][C:26]1([CH3:32])[CH3:31])=[O:24])([CH3:21])([CH3:20])[CH3:19].C1(C2C=CC=CC=2)C=CC=CC=1P(C1CCCCC1)C1CCCCC1.C([O-])([O-])=O.[Cs+].[Cs+]. The catalyst class is: 11. (4) The catalyst class is: 62. Product: [Cl:18][C:12]1[CH:13]=[CH:14][CH:15]=[C:16]([F:17])[C:11]=1[C:9]1[S:8][C:7]2[C:2]([NH:26][C:24]3[CH:23]=[C:22]([N:27]4[CH2:32][CH2:31][O:30][CH2:29][CH2:28]4)[N:21]=[C:20]([CH3:19])[N:25]=3)=[N:3][CH:4]=[CH:5][C:6]=2[N:10]=1. Reactant: Br[C:2]1[C:7]2[S:8][C:9]([C:11]3[C:16]([F:17])=[CH:15][CH:14]=[CH:13][C:12]=3[Cl:18])=[N:10][C:6]=2[CH:5]=[CH:4][N:3]=1.[CH3:19][C:20]1[N:25]=[C:24]([NH2:26])[CH:23]=[C:22]([N:27]2[CH2:32][CH2:31][O:30][CH2:29][CH2:28]2)[N:21]=1.CC1(C)C2C(=C(P(C3C=CC=CC=3)C3C=CC=CC=3)C=CC=2)OC2C(P(C3C=CC=CC=3)C3C=CC=CC=3)=CC=CC1=2.C([O-])([O-])=O.[Cs+].[Cs+]. (5) Reactant: Cl.[F:2][C:3]1[CH:4]=[CH:5][C:6]2[N:11]([C:12]3[CH:17]=[CH:16][CH:15]=[CH:14][C:13]=3[F:18])[S:10]([O-])([O-])([O-:20])([O-:19])[CH:9]([CH2:23][CH2:24][CH2:25][NH:26][CH3:27])[O:8][C:7]=2[CH:28]=1.[Cl:29]CCCC1OC2C=C(F)C=CC=2N(C2C=CC=CC=2F)S1(=O)=O.CN. Product: [ClH:29].[F:2][C:3]1[CH:4]=[CH:5][C:6]2[N:11]([C:12]3[CH:17]=[CH:16][CH:15]=[CH:14][C:13]=3[F:18])[S:10](=[O:19])(=[O:20])[CH:9]([CH2:23][CH2:24][CH2:25][NH:26][CH3:27])[O:8][C:7]=2[CH:28]=1. The catalyst class is: 382. (6) Reactant: CC(C)([O-])C.[K+].[Cl:7][C:8]1[CH:13]=[CH:12][C:11]([C:14](=[O:32])[CH:15]([C:19]2[CH:31]=[CH:30][C:22]([C:23]([O:25][C:26]([CH3:29])([CH3:28])[CH3:27])=[O:24])=[CH:21][CH:20]=2)[CH2:16][CH2:17][CH3:18])=[CH:10][CH:9]=1.[H][H]. Product: [Cl:7][C:8]1[CH:9]=[CH:10][C:11]([C@H:14]([OH:32])[C@@H:15]([C:19]2[CH:20]=[CH:21][C:22]([C:23]([O:25][C:26]([CH3:28])([CH3:27])[CH3:29])=[O:24])=[CH:30][CH:31]=2)[CH2:16][CH2:17][CH3:18])=[CH:12][CH:13]=1. The catalyst class is: 41.